From a dataset of NCI-60 drug combinations with 297,098 pairs across 59 cell lines. Regression. Given two drug SMILES strings and cell line genomic features, predict the synergy score measuring deviation from expected non-interaction effect. (1) Drug 1: C1=CC(=CC=C1C#N)C(C2=CC=C(C=C2)C#N)N3C=NC=N3. Drug 2: CS(=O)(=O)CCNCC1=CC=C(O1)C2=CC3=C(C=C2)N=CN=C3NC4=CC(=C(C=C4)OCC5=CC(=CC=C5)F)Cl. Cell line: HOP-92. Synergy scores: CSS=7.36, Synergy_ZIP=-2.12, Synergy_Bliss=-0.629, Synergy_Loewe=-0.734, Synergy_HSA=-0.739. (2) Drug 1: C1CN1C2=NC(=NC(=N2)N3CC3)N4CC4. Drug 2: C1CNP(=O)(OC1)N(CCCl)CCCl. Cell line: UO-31. Synergy scores: CSS=23.5, Synergy_ZIP=-8.09, Synergy_Bliss=-2.22, Synergy_Loewe=-38.7, Synergy_HSA=-1.64. (3) Drug 1: CCCCCOC(=O)NC1=NC(=O)N(C=C1F)C2C(C(C(O2)C)O)O. Drug 2: C1CC(=O)NC(=O)C1N2C(=O)C3=CC=CC=C3C2=O. Cell line: COLO 205. Synergy scores: CSS=-6.42, Synergy_ZIP=2.14, Synergy_Bliss=-3.46, Synergy_Loewe=-7.73, Synergy_HSA=-6.90. (4) Drug 1: CNC(=O)C1=CC=CC=C1SC2=CC3=C(C=C2)C(=NN3)C=CC4=CC=CC=N4. Drug 2: C1=NC2=C(N1)C(=S)N=CN2. Cell line: HL-60(TB). Synergy scores: CSS=35.7, Synergy_ZIP=-7.31, Synergy_Bliss=-5.66, Synergy_Loewe=-5.14, Synergy_HSA=-4.83. (5) Drug 1: CC1C(C(CC(O1)OC2CC(CC3=C2C(=C4C(=C3O)C(=O)C5=C(C4=O)C(=CC=C5)OC)O)(C(=O)C)O)N)O.Cl. Drug 2: CC=C1C(=O)NC(C(=O)OC2CC(=O)NC(C(=O)NC(CSSCCC=C2)C(=O)N1)C(C)C)C(C)C. Cell line: T-47D. Synergy scores: CSS=22.5, Synergy_ZIP=4.32, Synergy_Bliss=6.68, Synergy_Loewe=-7.60, Synergy_HSA=7.80. (6) Drug 1: CC1OCC2C(O1)C(C(C(O2)OC3C4COC(=O)C4C(C5=CC6=C(C=C35)OCO6)C7=CC(=C(C(=C7)OC)O)OC)O)O. Drug 2: CNC(=O)C1=NC=CC(=C1)OC2=CC=C(C=C2)NC(=O)NC3=CC(=C(C=C3)Cl)C(F)(F)F. Cell line: HCT116. Synergy scores: CSS=50.9, Synergy_ZIP=-7.26, Synergy_Bliss=-7.06, Synergy_Loewe=-17.6, Synergy_HSA=-3.58.